Task: Predict which catalyst facilitates the given reaction.. Dataset: Catalyst prediction with 721,799 reactions and 888 catalyst types from USPTO Reactant: [CH3:1][O:2][CH2:3][O:4][C:5]1[CH:13]=[CH:12][C:11]([I:14])=[C:10]2[C:6]=1[CH:7](O)[N:8]([C:16]([CH3:24])([C:18]1[CH:23]=[CH:22][CH:21]=[CH:20][CH:19]=1)[CH3:17])[C:9]2=[O:15].FC(F)(F)C(O)=O.C([SiH](CC)CC)C.O. Product: [CH3:1][O:2][CH2:3][O:4][C:5]1[CH:13]=[CH:12][C:11]([I:14])=[C:10]2[C:6]=1[CH2:7][N:8]([C:16]([CH3:24])([C:18]1[CH:23]=[CH:22][CH:21]=[CH:20][CH:19]=1)[CH3:17])[C:9]2=[O:15]. The catalyst class is: 463.